Predict which catalyst facilitates the given reaction. From a dataset of Catalyst prediction with 721,799 reactions and 888 catalyst types from USPTO. (1) Reactant: [CH2:1]([C:3]1[C:8]([OH:9])=[CH:7][CH:6]=[CH:5][C:4]=1[C:10]1[N:14]=[C:13]([C:15]2[CH:16]=[CH:17][C:18]([O:23][CH:24]([CH3:26])[CH3:25])=[C:19]([CH:22]=2)[C:20]#[N:21])[O:12][N:11]=1)[CH3:2].Br[CH2:28][C:29]([O:31][CH2:32][CH3:33])=[O:30].C(=O)([O-])[O-].[K+].[K+].O. Product: [C:20]([C:19]1[CH:22]=[C:15]([C:13]2[O:12][N:11]=[C:10]([C:4]3[C:3]([CH2:1][CH3:2])=[C:8]([O:9][CH2:28][C:29]([O:31][CH2:32][CH3:33])=[O:30])[CH:7]=[CH:6][CH:5]=3)[N:14]=2)[CH:16]=[CH:17][C:18]=1[O:23][CH:24]([CH3:25])[CH3:26])#[N:21]. The catalyst class is: 9. (2) Reactant: F[C:2]1[CH:3]=[N:4][CH:5]=[CH:6][C:7]=1[C:8]1[O:9][C:10]2[CH:16]=[CH:15][C:14]([C:17]([F:20])([F:19])[F:18])=[CH:13][C:11]=2[N:12]=1.C(=O)([O-])[O-].[K+].[K+].CN(C=O)C.[C:32]1([SH:38])[CH:37]=[CH:36][CH:35]=[CH:34][CH:33]=1. Product: [C:32]1([S:38][C:2]2[CH:3]=[N:4][CH:5]=[CH:6][C:7]=2[C:8]2[O:9][C:10]3[CH:16]=[CH:15][C:14]([C:17]([F:20])([F:19])[F:18])=[CH:13][C:11]=3[N:12]=2)[CH:37]=[CH:36][CH:35]=[CH:34][CH:33]=1. The catalyst class is: 6. (3) Reactant: Br[CH:2]1[CH2:7][CH2:6][CH2:5][CH2:4][CH2:3]1.[CH3:8][C:9]1[CH:14]=[CH:13][CH:12]=[CH:11][C:10]=1[Mg]Br.N1C=CN=CC=1. Product: [CH3:8][C:9]1[CH:14]=[CH:13][CH:12]=[CH:11][C:10]=1[CH:2]1[CH2:7][CH2:6][CH2:5][CH2:4][CH2:3]1. The catalyst class is: 1. (4) Reactant: [CH:1]1([C:4]([NH:6][C:7]2[CH:36]=[C:10]3[C:11]([C:15]4[CH:35]=[CH:34][C:18]([CH2:19][N:20]5[CH2:25][CH2:24][N:23](C(OC(C)(C)C)=O)[CH2:22][C@H:21]5[CH3:33])=[CH:17][CH:16]=4)=[CH:12][CH:13]=[CH:14][N:9]3[N:8]=2)=[O:5])[CH2:3][CH2:2]1.C(O)(C(F)(F)F)=O. Product: [CH3:33][C@@H:21]1[CH2:22][NH:23][CH2:24][CH2:25][N:20]1[CH2:19][C:18]1[CH:17]=[CH:16][C:15]([C:11]2[C:10]3[N:9]([N:8]=[C:7]([NH:6][C:4]([CH:1]4[CH2:3][CH2:2]4)=[O:5])[CH:36]=3)[CH:14]=[CH:13][CH:12]=2)=[CH:35][CH:34]=1. The catalyst class is: 2. (5) Reactant: [H-].[Al+3].[Li+].[H-].[H-].[H-].[OH:7][CH2:8][C:9]([CH3:28])([CH3:27])[CH2:10][CH2:11][CH2:12][CH2:13][CH:14]([CH2:18][CH2:19][CH2:20][CH2:21][C:22]([CH3:26])([CH3:25])[CH2:23][OH:24])[C:15](O)=[O:16].O.Cl. Product: [OH:16][CH2:15][CH:14]([CH2:18][CH2:19][CH2:20][CH2:21][C:22]([CH3:26])([CH3:25])[CH2:23][OH:24])[CH2:13][CH2:12][CH2:11][CH2:10][C:9]([CH3:28])([CH3:27])[CH2:8][OH:7]. The catalyst class is: 1.